From a dataset of Full USPTO retrosynthesis dataset with 1.9M reactions from patents (1976-2016). Predict the reactants needed to synthesize the given product. (1) Given the product [C:15]([O:13][CH2:12][CH:9]([C:3]1[CH:4]=[C:5]([Cl:8])[CH:6]=[CH:7][C:2]=1[Cl:1])[C:10]#[N:11])(=[O:14])[CH3:16], predict the reactants needed to synthesize it. The reactants are: [Cl:1][C:2]1[CH:7]=[CH:6][C:5]([Cl:8])=[CH:4][C:3]=1[CH:9]([CH2:12][OH:13])[C:10]#[N:11].[OH:14][CH2:15][CH2:16]C#N. (2) Given the product [CH3:1][C:2]1[CH:7]=[C:6]([O:8][CH2:9][CH2:10][CH2:11][CH2:12][CH2:13][CH2:14][CH2:15][CH2:16][CH2:17][CH2:18][CH2:19][CH2:20][CH2:21][CH2:22][CH2:23][CH2:24][CH2:25][CH3:26])[CH:5]=[CH:4][C:3]=1[NH2:27], predict the reactants needed to synthesize it. The reactants are: [CH3:1][C:2]1[CH:7]=[C:6]([O:8][CH2:9][CH2:10][CH2:11][CH2:12][CH2:13][CH2:14][CH2:15][CH2:16][CH2:17][CH2:18][CH2:19][CH2:20][CH2:21][CH2:22][CH2:23][CH2:24][CH2:25][CH3:26])[CH:5]=[CH:4][C:3]=1[N+:27]([O-])=O.CO.Cl.C(=O)([O-])[O-].[K+].[K+]. (3) Given the product [CH2:11]=[CH:12][C:13]1[CH:18]=[CH:17][CH:16]=[CH:15][CH:14]=1.[C:26]([O:30][CH2:31][CH2:32][CH2:33][CH3:34])(=[O:29])[CH:27]=[CH2:28].[C:19]([O:24][CH3:25])(=[O:23])[C:20]([CH3:22])=[CH2:21].[Na:1].[C:5]([OH:10])(=[O:9])[C:6]([CH3:8])=[CH2:7].[S:35]([O-:39])([O-:38])(=[O:37])=[O:36], predict the reactants needed to synthesize it. The reactants are: [Na:1].C1OC1.[C:5]([OH:10])(=[O:9])[C:6]([CH3:8])=[CH2:7].[CH2:11]=[CH:12][C:13]1[CH:18]=[CH:17][CH:16]=[CH:15][CH:14]=1.[C:19]([O:24][CH3:25])(=[O:23])[C:20]([CH3:22])=[CH2:21].[C:26]([O:30][CH2:31][CH2:32][CH2:33][CH3:34])(=[O:29])[CH:27]=[CH2:28].[S:35]([O:39][O:38][S:35]([O-:39])(=[O:37])=[O:36])([O-:38])(=[O:37])=[O:36].[NH4+].[NH4+]. (4) Given the product [F:1][C:2]1[CH:7]=[C:6]([N+:8]([O-:10])=[O:9])[C:5]([F:11])=[CH:4][C:3]=1[N:13]1[CH2:18][CH2:17][O:16][CH2:15][CH2:14]1, predict the reactants needed to synthesize it. The reactants are: [F:1][C:2]1[CH:7]=[C:6]([N+:8]([O-:10])=[O:9])[C:5]([F:11])=[CH:4][C:3]=1F.[NH:13]1[CH2:18][CH2:17][O:16][CH2:15][CH2:14]1.C([O-])([O-])=O.[K+].[K+].